The task is: Regression. Given a peptide amino acid sequence and an MHC pseudo amino acid sequence, predict their binding affinity value. This is MHC class II binding data.. This data is from Peptide-MHC class II binding affinity with 134,281 pairs from IEDB. (1) The peptide sequence is DDCVAIGTGSSNIVI. The MHC is DRB1_0802 with pseudo-sequence DRB1_0802. The binding affinity (normalized) is 0.552. (2) The peptide sequence is TKPSLFKVRNGGEIG. The MHC is DRB4_0103 with pseudo-sequence DRB4_0103. The binding affinity (normalized) is 0.568.